The task is: Binary Classification. Given a miRNA mature sequence and a target amino acid sequence, predict their likelihood of interaction.. This data is from Experimentally validated miRNA-target interactions with 360,000+ pairs, plus equal number of negative samples. (1) The miRNA is hsa-miR-548ar-3p with sequence UAAAACUGCAGUUAUUUUUGC. The protein sequence of the target gene is MTANRLAESLLALSQQEELADLPKDYLLSESEDEGDNDGERKHQKLLEAISSLDGKNRRKLAERSEASLKVSEFNVSSEGSGEKLVLADLLEPVKTSSSLATVKKQLSRVKSKKTVELPLNKEEIERIHREVAFNKTAQVLSKWDPVVLKNRQAEQLVFPLEKEEPAIAPIEHVLSGWKARTPLEQEIFNLLHKNKQPVTDPLLTPVEKASLRAMSLEEAKMRRAELQRARALQSYYEAKARREKKIKSKKYHKVVKKGKAKKALKEFEQLRKVNPAAALEELEKIEKARMMERMSLKHQ.... Result: 0 (no interaction). (2) The protein sequence of the target gene is MAELLRSLQDSQLVARFQRRCGLFPAPDEGPRENGADPTERAARVPGVEHLPAANGKGGEAPANGLRRAAAPEAYVQKYVVKNYFYYYLFQFSAALGQEVFYITFLPFTHWNIDPYLSRRLIIIWVLVMYIGQVAKDVLKWPRPSSPPVVKLEKRLIAEYGMPSTHAMAATAIAFTLLISTMDRYQYPFVLGLVMAVVFSTLVCLSRLYTGMHTVLDVLGGVLITALLIVLTYPAWTFIDCLDSASPLFPVCVIVVPFFLCYNYPVSDYYSPTRADTTTILAAGAGVTIGFWINHFFQLV.... Result: 0 (no interaction). The miRNA is mmu-miR-6940-3p with sequence UUACCUUCCGUGCUUGCCCGCAG.